Dataset: Peptide-MHC class I binding affinity with 185,985 pairs from IEDB/IMGT. Task: Regression. Given a peptide amino acid sequence and an MHC pseudo amino acid sequence, predict their binding affinity value. This is MHC class I binding data. (1) The peptide sequence is VLLEKAPPL. The MHC is HLA-A02:01 with pseudo-sequence HLA-A02:01. The binding affinity (normalized) is 0.706. (2) The MHC is HLA-B27:05 with pseudo-sequence HLA-B27:05. The binding affinity (normalized) is 0.0847. The peptide sequence is GFKLRSAVM.